Dataset: Full USPTO retrosynthesis dataset with 1.9M reactions from patents (1976-2016). Task: Predict the reactants needed to synthesize the given product. (1) Given the product [OH:1][C:2]1[C:11]2[C:6](=[N:7][CH:8]=[CH:9][CH:10]=2)[N:5]([C:12]2[CH:13]=[CH:14][CH:15]=[CH:16][CH:17]=2)[C:4](=[O:18])[C:3]=1[C:30](=[O:31])[CH2:29][C:25]1[CH:26]=[CH:27][CH:28]=[C:23]([C:22]([F:33])([F:21])[F:34])[CH:24]=1, predict the reactants needed to synthesize it. The reactants are: [OH:1][C:2]1[C:11]2[C:6](=[N:7][CH:8]=[CH:9][CH:10]=2)[N:5]([C:12]2[CH:17]=[CH:16][CH:15]=[CH:14][CH:13]=2)[C:4](=[O:18])[CH:3]=1.[H-].[Na+].[F:21][C:22]([F:34])([F:33])[C:23]1[CH:24]=[C:25]([CH2:29][C:30](Cl)=[O:31])[CH:26]=[CH:27][CH:28]=1. (2) Given the product [N:7]1[CH:8]=[CH:9][CH:10]=[N:11][C:6]=1[S:5][C:13]1[C:21]2[C:16](=[CH:17][CH:18]=[CH:19][CH:20]=2)[NH:15][N:14]=1, predict the reactants needed to synthesize it. The reactants are: C(O)CO.[SH:5][C:6]1[N:11]=[CH:10][CH:9]=[CH:8][N:7]=1.I[C:13]1[C:21]2[C:16](=[CH:17][CH:18]=[CH:19][CH:20]=2)[NH:15][N:14]=1.C(=O)([O-])[O-].[K+].[K+]. (3) Given the product [CH3:6][O:7][C:8]1[C:13]([OH:15])=[N:22][CH:21]=[N:23][C:9]=1[OH:10], predict the reactants needed to synthesize it. The reactants are: C[O-].[Na+].CO.[CH3:6][O:7][CH:8]([C:13]([O:15]C)=O)[C:9](OC)=[O:10].C(O)(=O)C.[CH:21]([NH2:23])=[NH:22]. (4) Given the product [CH2:1]([O:3][C:4](=[O:17])[C:5]1[CH:10]=[C:9]([C:38]2[CH:37]=[C:36]([CH3:41])[CH:35]=[C:51]([CH3:53])[CH:39]=2)[C:8]([O:12][CH2:13][O:14][CH3:15])=[C:7]([C:26]2[CH:25]=[C:24]([CH3:45])[CH:23]=[C:22]([CH3:21])[CH:27]=2)[CH:6]=1)[CH3:2], predict the reactants needed to synthesize it. The reactants are: [CH2:1]([O:3][C:4](=[O:17])[C:5]1[CH:10]=[C:9](I)[C:8]([O:12][CH2:13][O:14][CH3:15])=[C:7](Br)[CH:6]=1)[CH3:2].C(O[C:21](=O)[C:22]1[CH:27]=[C:26](Br)[C:25](OCOC)=[C:24](Br)[CH:23]=1)C.[CH3:35][C:36]1[CH:37]=[C:38](B(O)O)[CH:39]=C[CH:41]=1.[CH2:45](Cl)Cl.CCO[C:51]([CH3:53])=O. (5) Given the product [CH2:1]([O:8][C:9]1[CH:14]=[CH:13][C:12]([CH2:15][C@H:16]([OH:27])[C:17]([O:19][CH2:20][C:21]2[CH:22]=[CH:23][CH:24]=[CH:25][CH:26]=2)=[O:18])=[CH:11][CH:10]=1)[C:2]1[CH:7]=[CH:6][CH:5]=[CH:4][CH:3]=1, predict the reactants needed to synthesize it. The reactants are: [CH2:1]([O:8][C:9]1[CH:14]=[CH:13][C:12]([CH2:15][C@@H:16]([OH:27])[C:17]([O:19][CH2:20][C:21]2[CH:26]=[CH:25][CH:24]=[CH:23][CH:22]=2)=[O:18])=[CH:11][CH:10]=1)[C:2]1[CH:7]=[CH:6][CH:5]=[CH:4][CH:3]=1.N1C(C)=CC=CC=1C.FC(F)(F)S(OS(C(F)(F)F)(=O)=O)(=O)=O.C(OC(NNC)=O)(C)(C)C. (6) Given the product [CH3:19][C:16]1[S:15][C:14]([NH:13][C:10]([C:3]2[C:4]3[C:9](=[CH:8][CH:7]=[CH:6][CH:5]=3)[NH:1][N:2]=2)=[O:12])=[N:18][CH:17]=1, predict the reactants needed to synthesize it. The reactants are: [NH:1]1[C:9]2[C:4](=[CH:5][CH:6]=[CH:7][CH:8]=2)[C:3]([C:10]([OH:12])=O)=[N:2]1.[NH2:13][C:14]1[S:15][C:16]([CH3:19])=[CH:17][N:18]=1.O.